This data is from NCI-60 drug combinations with 297,098 pairs across 59 cell lines. The task is: Regression. Given two drug SMILES strings and cell line genomic features, predict the synergy score measuring deviation from expected non-interaction effect. (1) Drug 1: CC1=C(C(=CC=C1)Cl)NC(=O)C2=CN=C(S2)NC3=CC(=NC(=N3)C)N4CCN(CC4)CCO. Drug 2: CC1CCC2CC(C(=CC=CC=CC(CC(C(=O)C(C(C(=CC(C(=O)CC(OC(=O)C3CCCCN3C(=O)C(=O)C1(O2)O)C(C)CC4CCC(C(C4)OC)OCCO)C)C)O)OC)C)C)C)OC. Cell line: RPMI-8226. Synergy scores: CSS=10.3, Synergy_ZIP=0.721, Synergy_Bliss=7.98, Synergy_Loewe=5.13, Synergy_HSA=5.14. (2) Drug 1: CC1CCC2CC(C(=CC=CC=CC(CC(C(=O)C(C(C(=CC(C(=O)CC(OC(=O)C3CCCCN3C(=O)C(=O)C1(O2)O)C(C)CC4CCC(C(C4)OC)OCCO)C)C)O)OC)C)C)C)OC. Drug 2: CCC1(CC2CC(C3=C(CCN(C2)C1)C4=CC=CC=C4N3)(C5=C(C=C6C(=C5)C78CCN9C7C(C=CC9)(C(C(C8N6C)(C(=O)OC)O)OC(=O)C)CC)OC)C(=O)OC)O.OS(=O)(=O)O. Cell line: HCT-15. Synergy scores: CSS=1.92, Synergy_ZIP=8.49, Synergy_Bliss=7.60, Synergy_Loewe=-5.21, Synergy_HSA=-4.75. (3) Drug 1: CCC1=CC2CC(C3=C(CN(C2)C1)C4=CC=CC=C4N3)(C5=C(C=C6C(=C5)C78CCN9C7C(C=CC9)(C(C(C8N6C)(C(=O)OC)O)OC(=O)C)CC)OC)C(=O)OC.C(C(C(=O)O)O)(C(=O)O)O. Drug 2: COC1=NC(=NC2=C1N=CN2C3C(C(C(O3)CO)O)O)N. Cell line: SK-MEL-2. Synergy scores: CSS=7.95, Synergy_ZIP=3.74, Synergy_Bliss=3.48, Synergy_Loewe=-48.4, Synergy_HSA=-0.681. (4) Drug 1: CC1C(C(CC(O1)OC2CC(CC3=C2C(=C4C(=C3O)C(=O)C5=C(C4=O)C(=CC=C5)OC)O)(C(=O)CO)O)N)O.Cl. Drug 2: CC1OCC2C(O1)C(C(C(O2)OC3C4COC(=O)C4C(C5=CC6=C(C=C35)OCO6)C7=CC(=C(C(=C7)OC)O)OC)O)O. Cell line: RPMI-8226. Synergy scores: CSS=74.8, Synergy_ZIP=2.82, Synergy_Bliss=5.99, Synergy_Loewe=4.05, Synergy_HSA=12.2. (5) Drug 1: C1C(C(OC1N2C=NC3=C(N=C(N=C32)Cl)N)CO)O. Drug 2: CC12CCC3C(C1CCC2O)C(CC4=C3C=CC(=C4)O)CCCCCCCCCS(=O)CCCC(C(F)(F)F)(F)F. Cell line: HL-60(TB). Synergy scores: CSS=74.5, Synergy_ZIP=4.61, Synergy_Bliss=2.58, Synergy_Loewe=-30.7, Synergy_HSA=-0.290.